From a dataset of Blood-brain barrier permeability classification from the B3DB database. Regression/Classification. Given a drug SMILES string, predict its absorption, distribution, metabolism, or excretion properties. Task type varies by dataset: regression for continuous measurements (e.g., permeability, clearance, half-life) or binary classification for categorical outcomes (e.g., BBB penetration, CYP inhibition). Dataset: b3db_classification. (1) The drug is COc1c2occc2cc2ccc(=O)oc12. The result is 0 (does not penetrate BBB). (2) The molecule is CN(C)CCC=C1C=c2ccccc2=Cc2ccccc21. The result is 0 (does not penetrate BBB). (3) The compound is CNCC[C@H](Oc1ccccc1OC)c1ccccc1. The result is 1 (penetrates BBB).